Predict the reaction yield, written as a fraction of the theoretical maximum amount of product (1.0 means a 100% yield; for example, 0.34 means a 34% yield). From a dataset of Reaction yield outcomes from USPTO patents with 853,638 reactions. (1) The reactants are [CH3:1][C:2]1[CH:7]=[N:6][N:5]2[CH:8]=[CH:9][N:10]=[C:4]2[CH:3]=1.C([O-])(=O)C.[Na+].[Br:16]Br. The catalyst is C(O)(=O)C. The product is [Br:16][C:8]1[N:5]2[N:6]=[CH:7][C:2]([CH3:1])=[CH:3][C:4]2=[N:10][CH:9]=1. The yield is 0.990. (2) The reactants are [CH:1]1([C:4]2[O:8][N:7]=[C:6]([C:9]3[CH:14]=[CH:13][CH:12]=[CH:11][CH:10]=3)[C:5]=2[C:15]([OH:17])=O)[CH2:3][CH2:2]1.Cl.[CH3:19][NH:20][O:21][CH3:22].CN1CCOCC1.CN(C)CCCN=C=NCC.Cl. The catalyst is CN(C)C1C=CN=CC=1.ClCCl.CN(C=O)C. The product is [CH3:22][O:21][N:20]([CH3:19])[C:15]([C:5]1[C:6]([C:9]2[CH:10]=[CH:11][CH:12]=[CH:13][CH:14]=2)=[N:7][O:8][C:4]=1[CH:1]1[CH2:2][CH2:3]1)=[O:17]. The yield is 0.910. (3) The reactants are Br[C:2]1[CH:6]=[C:5]([S:7]([CH2:10][CH3:11])(=[O:9])=[O:8])[S:4][C:3]=1[O:12][CH2:13][CH3:14].[CH3:15][N:16]1[CH:25]=[C:24](B2OC(C)(C)C(C)(C)O2)[C:23]2[C:18](=[CH:19][CH:20]=[CH:21][CH:22]=2)[C:17]1=[O:35].[O-]P([O-])([O-])=O.[K+].[K+].[K+]. The catalyst is O1CCOCC1.O.C1C=CC(P(C2C=CC=CC=2)[C-]2C=CC=C2)=CC=1.C1C=CC(P(C2C=CC=CC=2)[C-]2C=CC=C2)=CC=1.Cl[Pd]Cl.[Fe+2]. The product is [CH2:13]([O:12][C:3]1[S:4][C:5]([S:7]([CH2:10][CH3:11])(=[O:9])=[O:8])=[CH:6][C:2]=1[C:24]1[C:23]2[C:18](=[CH:19][CH:20]=[CH:21][CH:22]=2)[C:17](=[O:35])[N:16]([CH3:15])[CH:25]=1)[CH3:14]. The yield is 0.460.